Dataset: NCI-60 drug combinations with 297,098 pairs across 59 cell lines. Task: Regression. Given two drug SMILES strings and cell line genomic features, predict the synergy score measuring deviation from expected non-interaction effect. Drug 1: C1=CC(=CC=C1CCCC(=O)O)N(CCCl)CCCl. Drug 2: CS(=O)(=O)OCCCCOS(=O)(=O)C. Cell line: MCF7. Synergy scores: CSS=27.0, Synergy_ZIP=-10.7, Synergy_Bliss=-5.31, Synergy_Loewe=-10.1, Synergy_HSA=-3.55.